This data is from NCI-60 drug combinations with 297,098 pairs across 59 cell lines. The task is: Regression. Given two drug SMILES strings and cell line genomic features, predict the synergy score measuring deviation from expected non-interaction effect. (1) Drug 1: COC1=NC(=NC2=C1N=CN2C3C(C(C(O3)CO)O)O)N. Drug 2: CC1CCC2CC(C(=CC=CC=CC(CC(C(=O)C(C(C(=CC(C(=O)CC(OC(=O)C3CCCCN3C(=O)C(=O)C1(O2)O)C(C)CC4CCC(C(C4)OC)O)C)C)O)OC)C)C)C)OC. Cell line: HS 578T. Synergy scores: CSS=17.1, Synergy_ZIP=3.65, Synergy_Bliss=4.01, Synergy_Loewe=7.44, Synergy_HSA=3.53. (2) Drug 1: CN1CCC(CC1)COC2=C(C=C3C(=C2)N=CN=C3NC4=C(C=C(C=C4)Br)F)OC. Drug 2: CCN(CC)CCNC(=O)C1=C(NC(=C1C)C=C2C3=C(C=CC(=C3)F)NC2=O)C. Cell line: MOLT-4. Synergy scores: CSS=-3.95, Synergy_ZIP=-4.28, Synergy_Bliss=-10.5, Synergy_Loewe=-13.6, Synergy_HSA=-10.5. (3) Drug 1: CS(=O)(=O)OCCCCOS(=O)(=O)C. Cell line: SK-MEL-2. Synergy scores: CSS=-1.08, Synergy_ZIP=0.143, Synergy_Bliss=-2.53, Synergy_Loewe=-4.84, Synergy_HSA=-9.13. Drug 2: C1=NNC2=C1C(=O)NC=N2. (4) Drug 1: CC1=C(C=C(C=C1)NC(=O)C2=CC=C(C=C2)CN3CCN(CC3)C)NC4=NC=CC(=N4)C5=CN=CC=C5. Drug 2: C1=CC=C(C(=C1)C(C2=CC=C(C=C2)Cl)C(Cl)Cl)Cl. Cell line: 786-0. Synergy scores: CSS=4.76, Synergy_ZIP=-1.28, Synergy_Bliss=-1.64, Synergy_Loewe=-4.19, Synergy_HSA=-1.11. (5) Drug 1: C1=CC(=CC=C1CCCC(=O)O)N(CCCl)CCCl. Drug 2: B(C(CC(C)C)NC(=O)C(CC1=CC=CC=C1)NC(=O)C2=NC=CN=C2)(O)O. Cell line: DU-145. Synergy scores: CSS=34.4, Synergy_ZIP=-3.40, Synergy_Bliss=0.465, Synergy_Loewe=2.37, Synergy_HSA=2.66. (6) Drug 1: C1=CC(=CC=C1CCC2=CNC3=C2C(=O)NC(=N3)N)C(=O)NC(CCC(=O)O)C(=O)O. Drug 2: CN(C)C1=NC(=NC(=N1)N(C)C)N(C)C. Cell line: OVCAR-8. Synergy scores: CSS=19.8, Synergy_ZIP=3.09, Synergy_Bliss=1.19, Synergy_Loewe=-22.7, Synergy_HSA=-2.45. (7) Drug 2: C1=NC2=C(N=C(N=C2N1C3C(C(C(O3)CO)O)O)F)N. Drug 1: CCC1(CC2CC(C3=C(CCN(C2)C1)C4=CC=CC=C4N3)(C5=C(C=C6C(=C5)C78CCN9C7C(C=CC9)(C(C(C8N6C=O)(C(=O)OC)O)OC(=O)C)CC)OC)C(=O)OC)O.OS(=O)(=O)O. Synergy scores: CSS=78.0, Synergy_ZIP=-3.59, Synergy_Bliss=-3.10, Synergy_Loewe=-5.19, Synergy_HSA=0.349. Cell line: CCRF-CEM.